From a dataset of Full USPTO retrosynthesis dataset with 1.9M reactions from patents (1976-2016). Predict the reactants needed to synthesize the given product. (1) Given the product [C:1]([NH:4][CH2:5][C:6]1[CH:15]=[CH:14][C:13]2[C:8](=[CH:9][CH:10]=[C:11]([CH2:16][C:17]3[CH:18]=[C:19]([CH:24]=[CH:25][N:26]=3)[C:20]([NH:50][CH2:48][C:38]3[CH:39]=[C:40]4[C:35](=[CH:36][C:37]=3[F:43])[NH:34][CH:33]=[C:32]4[Cl:31])=[O:22])[CH:12]=2)[N:7]=1)(=[O:3])[CH3:2], predict the reactants needed to synthesize it. The reactants are: [C:1]([NH:4][CH2:5][C:6]1[CH:15]=[CH:14][C:13]2[C:8](=[CH:9][CH:10]=[C:11]([CH2:16][C:17]3[CH:18]=[C:19]([CH:24]=[CH:25][N:26]=3)[C:20]([O:22]C)=O)[CH:12]=2)[N:7]=1)(=[O:3])[CH3:2].O[Li].O.Cl.[Cl:31][C:32]1[C:40]2[C:35](=[CH:36][C:37]([F:43])=[C:38](NC)[CH:39]=2)[NH:34][CH:33]=1.C1C=CC2N(O)N=[N:50][C:48]=2C=1.CCN=C=NCCCN(C)C.CCN(CC)CC. (2) Given the product [F:22][C:23]1[CH:24]=[C:25]([CH2:30][C:31]([NH:1][N:2]2[N:11]=[C:10]([S:12]([C:15]3[CH:16]=[CH:17][CH:18]=[CH:19][CH:20]=3)(=[O:14])=[O:13])[C:9]3[C:4](=[CH:5][CH:6]=[CH:7][CH:8]=3)[C:3]2=[O:21])=[O:32])[CH:26]=[C:27]([F:29])[CH:28]=1, predict the reactants needed to synthesize it. The reactants are: [NH2:1][N:2]1[N:11]=[C:10]([S:12]([C:15]2[CH:20]=[CH:19][CH:18]=[CH:17][CH:16]=2)(=[O:14])=[O:13])[C:9]2[C:4](=[CH:5][CH:6]=[CH:7][CH:8]=2)[C:3]1=[O:21].[F:22][C:23]1[CH:24]=[C:25]([CH2:30][C:31](O)=[O:32])[CH:26]=[C:27]([F:29])[CH:28]=1. (3) Given the product [CH3:1][O:2][C:3]1[CH:4]=[C:5]([N:11]2[CH2:20][C:19]3[C:14](=[N:15][C:16]([NH:37][CH2:36][CH2:35][CH2:34][CH2:33][CH2:32][N:29]4[CH2:28][CH2:27][N:26]([CH3:25])[CH2:31][CH2:30]4)=[N:17][CH:18]=3)[NH:13][C:12]2=[O:24])[CH:6]=[C:7]([O:9][CH3:10])[CH:8]=1, predict the reactants needed to synthesize it. The reactants are: [CH3:1][O:2][C:3]1[CH:4]=[C:5]([N:11]2[CH2:20][C:19]3[C:14](=[N:15][C:16](S(C)=O)=[N:17][CH:18]=3)[NH:13][C:12]2=[O:24])[CH:6]=[C:7]([O:9][CH3:10])[CH:8]=1.[CH3:25][N:26]1[CH2:31][CH2:30][N:29]([CH2:32][CH2:33][CH2:34][CH2:35][CH2:36][NH2:37])[CH2:28][CH2:27]1. (4) Given the product [C:31]([O:30][C:28]([NH:27][C@H:20]([CH:21]1[CH2:26][CH2:25][CH2:24][CH2:23][CH2:22]1)[CH2:19][N:4]1[C:3](=[O:35])[C:2]([C:38]2[CH:39]=[CH:40][CH:41]=[C:42]([O:43][CH3:44])[C:37]=2[F:36])=[C:7]([CH3:8])[N:6]([CH2:9][C:10]2[C:15]([F:16])=[CH:14][CH:13]=[CH:12][C:11]=2[F:17])[C:5]1=[O:18])=[O:29])([CH3:34])([CH3:33])[CH3:32], predict the reactants needed to synthesize it. The reactants are: Br[C:2]1[C:3](=[O:35])[N:4]([CH2:19][C@H:20]([NH:27][C:28]([O:30][C:31]([CH3:34])([CH3:33])[CH3:32])=[O:29])[CH:21]2[CH2:26][CH2:25][CH2:24][CH2:23][CH2:22]2)[C:5](=[O:18])[N:6]([CH2:9][C:10]2[C:15]([F:16])=[CH:14][CH:13]=[CH:12][C:11]=2[F:17])[C:7]=1[CH3:8].[F:36][C:37]1[C:42]([O:43][CH3:44])=[CH:41][CH:40]=[CH:39][C:38]=1B(O)O. (5) Given the product [C:23]([O:1][CH2:2][CH2:3][N:4]([CH2:7][CH3:8])[CH2:5][CH3:6])(=[O:26])[CH:24]=[CH2:25], predict the reactants needed to synthesize it. The reactants are: [OH:1][CH2:2][CH2:3][N:4]([CH2:7][CH3:8])[CH2:5][CH3:6].C1C2NC3C(=CC=CC=3)SC=2C=CC=1.[C:23](Cl)(=[O:26])[CH:24]=[CH2:25].[OH-].[Na+]. (6) Given the product [CH:23]1([C:3]2[C:2]([C:27]3[S:26][CH:30]=[CH:29][CH:28]=3)=[CH:9][C:6]([C:7]#[N:8])=[C:5]([N:10]3[CH2:15][CH2:14][N:13]([C:16](=[O:21])[CH2:17][CH2:18][O:19][CH3:20])[C@H:12]([CH3:22])[CH2:11]3)[N:4]=2)[CH2:25][CH2:24]1, predict the reactants needed to synthesize it. The reactants are: Br[C:2]1[C:3]([CH:23]2[CH2:25][CH2:24]2)=[N:4][C:5]([N:10]2[CH2:15][CH2:14][N:13]([C:16](=[O:21])[CH2:17][CH2:18][O:19][CH3:20])[C@H:12]([CH3:22])[CH2:11]2)=[C:6]([CH:9]=1)[C:7]#[N:8].[S:26]1[CH:30]=[CH:29][CH:28]=[C:27]1B(O)O.C([O-])([O-])=O.[K+].[K+]. (7) Given the product [NH2:61][C:52]1[N:51]=[C:50]([O:49][C@@H:45]([CH3:44])[CH2:46][CH2:47][CH3:48])[N:58]=[C:57]2[C:53]=1[N:54]=[C:55]([O:59][CH3:60])[N:56]2[CH2:63][CH2:64][CH:65]1[CH2:66][CH2:67][N:68]([C:71]([O:73][CH2:74][C:75]2[CH:76]=[CH:77][CH:78]=[CH:79][CH:80]=2)=[O:72])[CH2:69][CH2:70]1, predict the reactants needed to synthesize it. The reactants are: NC1N=C(OCCCC)N=C2C=1N=C(OC)N2CCCC1CCCCN1C(OCC1C=CC=CC=1)=O.FC(F)(F)C(O)=O.[CH3:44][C@H:45]([O:49][C:50]1[N:58]=[C:57]2[C:53]([N:54]=[C:55]([O:59][CH3:60])[NH:56]2)=[C:52]([NH2:61])[N:51]=1)[CH2:46][CH2:47][CH3:48].Br[CH2:63][CH2:64][CH:65]1[CH2:70][CH2:69][N:68]([C:71]([O:73][CH2:74][C:75]2[CH:80]=[CH:79][CH:78]=[CH:77][CH:76]=2)=[O:72])[CH2:67][CH2:66]1.